Dataset: Drug-target binding data from BindingDB using Ki measurements. Task: Regression. Given a target protein amino acid sequence and a drug SMILES string, predict the binding affinity score between them. We predict pKi (pKi = -log10(Ki in M); higher means stronger inhibition). Dataset: bindingdb_ki. (1) The compound is COc1cncc(C=O)c1. The target protein sequence is MFPCPKLIFPRLMAFIGLIWMVHSDNSATTNNNTILGNQSLEAIPEQLSELTGITVEESERIMESWLGNRQLDLRTSVLFDQEVLSRLRSLRVALLVVDFQNDFVDGSLKIGDGDAGQEPSSAITPLNELLQLSSWDLVVYTKDWHPHNHISFLSQAHNSDRVMDEKDENKTLGFFDSVQFLKPIKTEQVLYPDHCIQKSWGSDIHPEIYIADNAEYIMKGVDPYLDSYSAFNDNNGRSKTELEDLLRRENIDAVVIAGLAYDICVRFTCLDAVKQNFLAAVIPECSAGLTKKGIEESEMAFKKQGVAMISKDEARGITEGGFLPREWVQRIVKK. The pKi is 6.5. (2) The small molecule is CC(=O)N[C@@H]1[C@@H](N=C(N)N)C=C(C(=O)O)O[C@H]1[C@H](O)[C@H](O)CO. The target protein (P62575) has sequence MSYFRNRDIDIERNSMNRSVQERKCRYSIRKLSVGAVSMIVGAVVFGTSPVLAQEGASEQPLANETQLSGESSTLTDTEKSQPSSETELSGNKQEQERKDKQEEKIPRDYYARDLENVETVIEKEDVETNASNGQRVDLSSELDKLKKLENATVHMEFKPDAKAPAFYNLFSVSSATKKDEYFTMAVYNNTATLEGRGSDGKQFYNNYNDAPLKVKPGQWNSVTFTVEKPTAELPKGRVRLYVNGVLSRTSLRSGNFIKDMPDVTHVQIGATKRANNTVWGSNLQIRNLTVYNRALTPEEVQKRSQLFKRSDLEKKLPEGAALTEKTDIFESGRNGKPNKDGIKSYRIPALLKTDKGTLIAGADERRLHSSDWGDIGMVIRRSEDNGKTWGDRVTITNLRDNPKASDPSIGSPVNIDMVLVQDPETKRIFSIYDMFPEGKGIFGMSSQKEEAYKKIDGKTYQILYREGEKGAYTIRENGTVYTPDGKATDYRVVVDPVKP.... The pKi is 3.1. (3) The small molecule is COc1ccccc1N1CCN(CCCCN2C(=O)c3ccccc3C2=O)CC1. The target protein sequence is MEPAGPCQAPLLPANDSYHGRNCTAQEGIYQDATPLSWKIVLTVVLALVTLATVLSNAFVIATVYQTRKLHTPANYLIASLAVTDLLVSILVMPISTMYTVTGKWTLGQVVCDIWLSSDITCCTASILHLCVIALDRYWAITDAVEYSTKRTPKRAAGMIALVWVFSICISMPPLFWRQAKAEEVSHCVVNTDHVLYTVYSTVGAFYFPTLLLIALYGRIYVEARSRILKQTPKKAGKRLTRAQLITDSPGSSSSVTSINSKAPEGSSETSSPVYMNQVKVKVSDALLEKKKLTAARERKATKTLGIILGAFIVCWLPFFILSLVLPICKDACWFHMAIFDFFTWLGYLNSLINPIIYTMSNEDFKQAFHKLIRFRCTS. The pKi is 6.2. (4) The compound is C(=C/c1c[nH]c2ccccc12)\c1ccccn1. The target protein (P21643) has sequence MSGCPFSGNSVGYTLKNLSMEDNEEDGAQTGVNRASKGGLIYGDYLQLEKILNAQELQSEIKGNKIHDEHLFIITHQAYELWFKQILWELDSVREIFQNGHVRDERNMLKVMTRMHRVVVIFKLLVQQFSVLETMTALDFNDFREYLSPASGFQSLQFRLLENKIGVLQSLRVPYNRKHYRDNFEGDYNELLLKSEQEQTLLQLVEAWLERTPGLEPHGFNFWGKFEKNILKGLEEEFLKIQAKKDSEEKEEQMAEFRKQKEVLLCLFDEKRHDYLLSKGERRLSYRALQGALMIYFYREEPRFQVPFQLLTSLMDIDTLMTKWRYNHVCMVHRMLGSKAGTGGSSGYYYLRSTVSDRYKVFVDLFNLSSYLVPRHWIPKMNPIIHKFLYTAEYSDSSYFSSDESD. The pKi is 7.0.